This data is from Catalyst prediction with 721,799 reactions and 888 catalyst types from USPTO. The task is: Predict which catalyst facilitates the given reaction. (1) Reactant: [Si:1]([O:8][C@@H:9]([C@@H:12]([NH:20][C:21](=[O:27])[O:22][C:23]([CH3:26])([CH3:25])[CH3:24])[CH2:13][C:14]#[C:15][Si:16]([CH3:19])([CH3:18])[CH3:17])[CH2:10][OH:11])([C:4]([CH3:7])([CH3:6])[CH3:5])([CH3:3])[CH3:2].C(=O)(O)[O-].[Na+].CC(OI1(OC(C)=O)(OC(C)=O)OC(=O)C2C1=CC=CC=2)=O.S([O-])([O-])(=O)=S.[Na+].[Na+]. Product: [Si:1]([O:8][C@@H:9]([C@@H:12]([NH:20][C:21](=[O:27])[O:22][C:23]([CH3:26])([CH3:25])[CH3:24])[CH2:13][C:14]#[C:15][Si:16]([CH3:19])([CH3:18])[CH3:17])[CH:10]=[O:11])([C:4]([CH3:7])([CH3:6])[CH3:5])([CH3:3])[CH3:2]. The catalyst class is: 2. (2) Reactant: FC(F)(F)C(O)=O.[Cl:8][C:9]1[C:18]2[C:13](=[CH:14][C:15]([F:20])=[CH:16][C:17]=2[F:19])[N:12]=[C:11]([N:21]2[CH2:26][CH2:25][NH:24][CH2:23][CH2:22]2)[C:10]=1[CH3:27].C(=O)([O-])[O-].[K+].[K+].Cl[C:35]([O:37][CH3:38])=[O:36]. Product: [Cl:8][C:9]1[C:18]2[C:13](=[CH:14][C:15]([F:20])=[CH:16][C:17]=2[F:19])[N:12]=[C:11]([N:21]2[CH2:26][CH2:25][N:24]([C:35]([O:37][CH3:38])=[O:36])[CH2:23][CH2:22]2)[C:10]=1[CH3:27]. The catalyst class is: 21.